From a dataset of Reaction yield outcomes from USPTO patents with 853,638 reactions. Predict the reaction yield, written as a fraction of the theoretical maximum amount of product (1.0 means a 100% yield; for example, 0.34 means a 34% yield). The reactants are [F:1][C:2]1[CH:3]=[C:4]([C:8]2[C:23](I)=[C:11]3[CH2:12][N:13]([C:16]([O:18][C:19]([CH3:22])([CH3:21])[CH3:20])=[O:17])[CH2:14][CH2:15][N:10]3[N:9]=2)[CH:5]=[CH:6][CH:7]=1.[CH3:25][N:26](C=O)C. The catalyst is [C-]#N.[Zn+2].[C-]#N.[Zn].C1C=CC(/C=C/C(/C=C/C2C=CC=CC=2)=O)=CC=1.C1C=CC(/C=C/C(/C=C/C2C=CC=CC=2)=O)=CC=1.C1C=CC(/C=C/C(/C=C/C2C=CC=CC=2)=O)=CC=1.[Pd].[Pd].C1C=CC(P(C2C=CC=CC=2)[C-]2C=CC=C2)=CC=1.C1C=CC(P(C2C=CC=CC=2)[C-]2C=CC=C2)=CC=1.[Fe+2]. The product is [C:25]([C:23]1[C:8]([C:4]2[CH:5]=[CH:6][CH:7]=[C:2]([F:1])[CH:3]=2)=[N:9][N:10]2[CH2:15][CH2:14][N:13]([C:16]([O:18][C:19]([CH3:22])([CH3:21])[CH3:20])=[O:17])[CH2:12][C:11]=12)#[N:26]. The yield is 0.780.